From a dataset of Reaction yield outcomes from USPTO patents with 853,638 reactions. Predict the reaction yield, written as a fraction of the theoretical maximum amount of product (1.0 means a 100% yield; for example, 0.34 means a 34% yield). (1) The reactants are [CH3:1][C:2]1([CH3:19])[CH2:6][C:5]2[CH:7]=[C:8]([N+:16]([O-])=O)[CH:9]=[C:10]([C:11]([O:13][CH2:14][CH3:15])=[O:12])[C:4]=2[O:3]1.[H][H]. The catalyst is C(O)C.[Pd]. The product is [NH2:16][C:8]1[CH:9]=[C:10]([C:11]([O:13][CH2:14][CH3:15])=[O:12])[C:4]2[O:3][C:2]([CH3:19])([CH3:1])[CH2:6][C:5]=2[CH:7]=1. The yield is 0.990. (2) The reactants are [Mg].II.Cl[CH2:5][CH2:6][CH2:7][CH2:8][O:9][CH3:10].[C:11]([O:15][C:16]([N:18]1[CH2:23][CH2:22][CH2:21][C@@H:20]([C:24](=[O:38])[C:25]2[CH:30]=[CH:29][CH:28]=[CH:27][C:26]=2[C:31]2[CH:36]=[CH:35][CH:34]=[CH:33][C:32]=2[Cl:37])[CH2:19]1)=[O:17])([CH3:14])([CH3:13])[CH3:12]. The catalyst is C1COCC1. The product is [Cl:37][C:32]1[CH:33]=[CH:34][CH:35]=[CH:36][C:31]=1[C:26]1[CH:27]=[CH:28][CH:29]=[CH:30][C:25]=1[C:24]([C@@H:20]1[CH2:21][CH2:22][CH2:23][N:18]([C:16]([O:15][C:11]([CH3:14])([CH3:13])[CH3:12])=[O:17])[CH2:19]1)([OH:38])[CH2:5][CH2:6][CH2:7][CH2:8][O:9][CH3:10]. The yield is 0.470.